Dataset: Full USPTO retrosynthesis dataset with 1.9M reactions from patents (1976-2016). Task: Predict the reactants needed to synthesize the given product. (1) Given the product [CH2:1]([O:3][C:4]([N:6]1[CH2:11][CH2:10][CH:9]([C:12]2[C:20]3[C:15](=[N:16][CH:17]=[CH:18][CH:19]=3)[N:14]([CH2:24][CH2:25][O:26][CH3:27])[CH:13]=2)[CH2:8][CH2:7]1)=[O:5])[CH3:2], predict the reactants needed to synthesize it. The reactants are: [CH2:1]([O:3][C:4]([N:6]1[CH2:11][CH2:10][CH:9]([C:12]2[C:20]3[C:15](=[N:16][CH:17]=[CH:18][CH:19]=3)[NH:14][CH:13]=2)[CH2:8][CH2:7]1)=[O:5])[CH3:2].[H-].[Na+].Br[CH2:24][CH2:25][O:26][CH3:27].O. (2) Given the product [CH2:1]([O:8][C:9](=[O:10])[NH:11][S:12]([C:15]1[CH:23]=[CH:22][C:18]([C:19]([Cl:27])=[O:20])=[CH:17][CH:16]=1)(=[O:14])=[O:13])[C:2]1[CH:7]=[CH:6][CH:5]=[CH:4][CH:3]=1, predict the reactants needed to synthesize it. The reactants are: [CH2:1]([O:8][C:9]([NH:11][S:12]([C:15]1[CH:23]=[CH:22][C:18]([C:19](O)=[O:20])=[CH:17][CH:16]=1)(=[O:14])=[O:13])=[O:10])[C:2]1[CH:7]=[CH:6][CH:5]=[CH:4][CH:3]=1.C(Cl)(=O)C([Cl:27])=O. (3) The reactants are: CS[C:3]1[CH:8]=[C:7]([C:9]2[N:10]([C:14]([F:17])([F:16])[F:15])[N:11]=[N:12][CH:13]=2)[C:6]([F:18])=[CH:5][C:4]=1[Cl:19].ClC1C=C(F)C(C2N(C(F)(F)F)N=NC=2)=CC=1S. Given the product [Cl:19][C:4]1[CH:5]=[C:6]([F:18])[C:7]([C:9]2[N:10]([C:14]([F:16])([F:17])[F:15])[N:11]=[N:12][CH:13]=2)=[CH:8][CH:3]=1, predict the reactants needed to synthesize it. (4) Given the product [CH:28]1([P:27]([CH:34]2[CH2:39][CH2:38][CH2:37][CH2:36][CH2:35]2)[C:19]2[CH:18]=[CH:17][CH:16]=[CH:15][C:14]=2[C:8]2[CH:5]=[CH:6][CH:12]=[CH:10][C:9]=2[O:13][CH3:22])[CH2:33][CH2:32][CH2:31][CH2:30][CH2:29]1, predict the reactants needed to synthesize it. The reactants are: CC1C=[CH:6][C:5]([CH:8]([C:14]2[CH:19]=[CH:18][C:17](C)=[CH:16][CH:15]=2)[C:9](=[O:13])[CH:10]([CH3:12])C)=CC=1.[Li][CH2:22]CCC.Cl[P:27]([CH:34]1[CH2:39][CH2:38][CH2:37][CH2:36][CH2:35]1)[CH:28]1[CH2:33][CH2:32][CH2:31][CH2:30][CH2:29]1. (5) Given the product [Br:1][C:2]1[CH:7]=[CH:6][C:5]([S:8][CH2:12][CH2:13][O:14][CH3:15])=[CH:4][CH:3]=1, predict the reactants needed to synthesize it. The reactants are: [Br:1][C:2]1[CH:7]=[CH:6][C:5]([SH:8])=[CH:4][CH:3]=1.[H-].[Na+].Br[CH2:12][CH2:13][O:14][CH3:15]. (6) Given the product [Br:1][C:2]1[O:6][C:5]([CH:7]([O:34][C:33]2[C:25]([F:24])=[C:26]([C:30]([F:35])=[CH:31][CH:32]=2)[C:27]([NH2:29])=[O:28])[CH2:8][CH3:9])=[N:4][C:3]=1[C:11]1[CH:16]=[CH:15][C:14]([Cl:17])=[CH:13][CH:12]=1, predict the reactants needed to synthesize it. The reactants are: [Br:1][C:2]1[O:6][C:5]([CH:7](Br)[CH2:8][CH3:9])=[N:4][C:3]=1[C:11]1[CH:16]=[CH:15][C:14]([Cl:17])=[CH:13][CH:12]=1.C([O-])([O-])=O.[K+].[K+].[F:24][C:25]1[C:33]([OH:34])=[CH:32][CH:31]=[C:30]([F:35])[C:26]=1[C:27]([NH2:29])=[O:28].